From a dataset of Catalyst prediction with 721,799 reactions and 888 catalyst types from USPTO. Predict which catalyst facilitates the given reaction. (1) Reactant: [F:1][C:2]1[CH:7]=[C:6]([F:8])[CH:5]=[CH:4][C:3]=1[C:9]1[CH:10]=[C:11]2[C:16](=[CH:17][CH:18]=1)[NH:15][C:14](=[O:19])[CH2:13][CH2:12]2.C([Li])CCC.CCCCCC.[CH2:31](Br)[C:32]1[CH:37]=[CH:36][CH:35]=[CH:34][CH:33]=1. Product: [CH2:31]([N:15]1[C:16]2[C:11](=[CH:10][C:9]([C:3]3[CH:4]=[CH:5][C:6]([F:8])=[CH:7][C:2]=3[F:1])=[CH:18][CH:17]=2)[CH2:12][CH2:13][C:14]1=[O:19])[C:32]1[CH:37]=[CH:36][CH:35]=[CH:34][CH:33]=1. The catalyst class is: 7. (2) Reactant: [C:1]([O:5][C:6]([NH:8][CH2:9][CH:10]1[CH2:19][CH2:18][C:17]2[C:12](=[CH:13][CH:14]=[C:15]([C:20](OC)=[O:21])[CH:16]=2)[CH2:11]1)=[O:7])([CH3:4])([CH3:3])[CH3:2].[H-].C([Al+]CC(C)C)C(C)C.CCCCCC.CO. Product: [C:1]([O:5][C:6]([NH:8][CH2:9][CH:10]1[CH2:19][CH2:18][C:17]2[C:12](=[CH:13][CH:14]=[C:15]([CH2:20][OH:21])[CH:16]=2)[CH2:11]1)=[O:7])([CH3:4])([CH3:2])[CH3:3]. The catalyst class is: 4. (3) The catalyst class is: 863. Product: [C:34]([OH:41])(=[O:40])/[CH:35]=[CH:36]/[C:37]([OH:39])=[O:38].[OH:1][CH2:2][C@@H:3]([NH:7][C:8]1[N:13]=[C:12]([NH:14][CH2:15][C:16]2[CH:17]=[CH:18][C:19]([C:22]3[CH:27]=[CH:26][CH:25]=[CH:24][N:23]=3)=[CH:20][CH:21]=2)[N:11]2[N:28]=[CH:29][C:30]([CH:31]([CH3:33])[CH3:32])=[C:10]2[N:9]=1)[C@H:4]([OH:6])[CH3:5]. Reactant: [OH:1][CH2:2][C@@H:3]([NH:7][C:8]1[N:13]=[C:12]([NH:14][CH2:15][C:16]2[CH:21]=[CH:20][C:19]([C:22]3[CH:27]=[CH:26][CH:25]=[CH:24][N:23]=3)=[CH:18][CH:17]=2)[N:11]2[N:28]=[CH:29][C:30]([CH:31]([CH3:33])[CH3:32])=[C:10]2[N:9]=1)[C@H:4]([OH:6])[CH3:5].[C:34]([OH:41])(=[O:40])/[CH:35]=[CH:36]/[C:37]([OH:39])=[O:38]. (4) The catalyst class is: 36. Product: [Br:1][C:2]1[C:3]([O:19][CH2:18][CH:13]2[CH2:14][CH2:15][CH2:16][CH2:17][O:12]2)=[N:4][C:5]([Cl:8])=[N:6][CH:7]=1. Reactant: [Br:1][C:2]1[C:3](Cl)=[N:4][C:5]([Cl:8])=[N:6][CH:7]=1.[H-].[Na+].[O:12]1[CH2:17][CH2:16][CH2:15][CH2:14][CH:13]1[CH2:18][OH:19]. (5) Product: [N:1]1([CH2:6][C:7]23[CH2:15][CH:11]4[CH2:12][CH:13]([CH2:14]2)[C:9]([NH2:24])([CH2:10]4)[CH2:8]3)[CH:5]=[N:4][CH:3]=[N:2]1. Reactant: [N:1]1([CH2:6][C:7]23[CH2:15][CH:11]4[CH2:12][CH:13]([CH2:14]2)[C:9](C(O)=O)([CH2:10]4)[CH2:8]3)[CH:5]=[N:4][CH:3]=[N:2]1.OS(O)(=O)=O.[N-:24]=[N+]=[N-].[Na+]. The catalyst class is: 146. (6) Reactant: Br[C:2]1[CH:7]=[C:6]([CH3:8])[C:5]([Br:9])=[CH:4][N:3]=1.[Cu][C:11]#[N:12].[C-]#N.[Na+].O. Product: [Br:9][C:5]1[C:6]([CH3:8])=[CH:7][C:2]([C:11]#[N:12])=[N:3][CH:4]=1. The catalyst class is: 3. (7) Reactant: [CH:1](=[O:4])[CH2:2]O.[NH2:5][C:6]1[CH:7]=[CH:8][CH:9]=[C:10]2[C:15]=1[N:14]=[CH:13][CH:12]=[CH:11]2.C(O[BH-](OC(=O)C)OC(=O)C)(=O)C.[Na+]. Product: [N:14]1[C:15]2[C:10](=[CH:9][CH:8]=[CH:7][C:6]=2[NH:5][CH2:2][CH2:1][OH:4])[CH:11]=[CH:12][CH:13]=1. The catalyst class is: 26.